Dataset: Reaction yield outcomes from USPTO patents with 853,638 reactions. Task: Predict the reaction yield, written as a fraction of the theoretical maximum amount of product (1.0 means a 100% yield; for example, 0.34 means a 34% yield). (1) The reactants are [CH2:1]([C:5]1([CH2:29][CH2:30][CH2:31][CH3:32])[CH2:11][N:10]([C:12]2[CH:17]=[CH:16][C:15]([O:18]C)=[CH:14][CH:13]=2)[C:9]2[CH:20]=[C:21]([N:24]([CH3:26])[CH3:25])[CH:22]=[CH:23][C:8]=2[S:7](=[O:28])(=[O:27])[CH2:6]1)[CH2:2][CH2:3][CH3:4].B(Br)(Br)Br.O. The catalyst is C(Cl)Cl. The product is [CH2:1]([C:5]1([CH2:29][CH2:30][CH2:31][CH3:32])[CH2:11][N:10]([C:12]2[CH:13]=[CH:14][C:15]([OH:18])=[CH:16][CH:17]=2)[C:9]2[CH:20]=[C:21]([N:24]([CH3:26])[CH3:25])[CH:22]=[CH:23][C:8]=2[S:7](=[O:27])(=[O:28])[CH2:6]1)[CH2:2][CH2:3][CH3:4]. The yield is 0.750. (2) The reactants are [C:1]([Si:5]([O:8]/[C:9](/[C:12]1[CH:17]=[CH:16][CH:15]=[C:14](Cl)[CH:13]=1)=[CH:10]\[CH3:11])([CH3:7])[CH3:6])([CH3:4])([CH3:3])[CH3:2].[F:19]CCC(C1C=CC=CC=1)=O.[Si](OS(C(F)(F)F)(=O)=O)(C(C)(C)C)(C)C.CCN(CC)CC. The catalyst is C(Cl)Cl. The product is [C:1]([Si:5]([O:8]/[C:9](/[C:12]1[CH:17]=[CH:16][CH:15]=[C:14]([F:19])[CH:13]=1)=[CH:10]\[CH3:11])([CH3:7])[CH3:6])([CH3:4])([CH3:3])[CH3:2]. The yield is 0.930. (3) The reactants are ClCC1C=CC(C#N)=CC=1.Br[CH2:12][C:13]1[CH:22]=[CH:21][CH:20]=[CH:19][C:14]=1[C:15]([O:17][CH3:18])=[O:16].[CH2:23]([NH:30][C:31]([C:33]1[S:37][C:36]([N:38]2[CH2:42][CH2:41][NH:40][C:39]2=[O:43])=[N:35][C:34]=1[CH3:44])=[O:32])[C:24]1[CH:29]=[CH:28][CH:27]=[CH:26][CH:25]=1. No catalyst specified. The product is [CH2:23]([NH:30][C:31]([C:33]1[S:37][C:36]([N:38]2[CH2:42][CH2:41][N:40]([CH2:12][C:13]3[CH:22]=[CH:21][CH:20]=[CH:19][C:14]=3[C:15]([O:17][CH3:18])=[O:16])[C:39]2=[O:43])=[N:35][C:34]=1[CH3:44])=[O:32])[C:24]1[CH:29]=[CH:28][CH:27]=[CH:26][CH:25]=1. The yield is 0.520. (4) The reactants are [Cl:1][C:2]1[C:10]2[C:5](=[CH:6][C:7]([C:11]([NH:13][CH:14]([C:24]3[CH:29]=[CH:28][N:27]=[CH:26][CH:25]=3)[CH2:15][O:16][CH2:17][CH:18]3[CH2:23][CH2:22][NH:21][CH2:20][CH2:19]3)=[O:12])=[CH:8][CH:9]=2)[NH:4][CH:3]=1.[CH3:30][C:31]([CH3:33])=O. No catalyst specified. The product is [Cl:1][C:2]1[C:10]2[C:5](=[CH:6][C:7]([C:11]([NH:13][CH:14]([C:24]3[CH:29]=[CH:28][N:27]=[CH:26][CH:25]=3)[CH2:15][O:16][CH2:17][CH:18]3[CH2:19][CH2:20][N:21]([CH:31]([CH3:33])[CH3:30])[CH2:22][CH2:23]3)=[O:12])=[CH:8][CH:9]=2)[NH:4][CH:3]=1. The yield is 0.470. (5) The reactants are [CH3:1][O:2][CH2:3][CH2:4][O:5][C:6]1[CH:7]=[C:8]([CH:10]=[C:11]([N+:13]([O-:15])=[O:14])[CH:12]=1)[NH2:9].CCN(CC)CC.[CH3:23][C:24]([O:27][C:28](O[C:28]([O:27][C:24]([CH3:26])([CH3:25])[CH3:23])=[O:29])=[O:29])([CH3:26])[CH3:25]. The catalyst is C1COCC1.CN(C1C=CN=CC=1)C. The product is [CH3:1][O:2][CH2:3][CH2:4][O:5][C:6]1[CH:7]=[C:8]([NH:9][C:28](=[O:29])[O:27][C:24]([CH3:26])([CH3:25])[CH3:23])[CH:10]=[C:11]([N+:13]([O-:15])=[O:14])[CH:12]=1. The yield is 0.660. (6) The reactants are CC(C)=CC[O:5][C:6]1[CH:16]=[CH:15][C:9]([C:10]([O:12][CH2:13][CH3:14])=[O:11])=[CH:8][CH:7]=1. The catalyst is C1(OC)C=CC=CC=1. The product is [CH3:7][CH:8]([C:16]1[CH:15]=[C:9]([CH:8]=[CH:7][C:6]=1[OH:5])[C:10]([O:12][CH2:13][CH3:14])=[O:11])[C:9]([CH3:15])=[CH2:10]. The yield is 0.270. (7) The reactants are C([NH:6][C:7]1[CH:12]=[CH:11][C:10]([N+:13]([O-:15])=[O:14])=[CH:9][C:8]=1[C:16]#[C:17][C:18]([CH3:24])([CH3:23])[C:19]([O:21][CH3:22])=[O:20])(=O)CCC. The catalyst is C(#N)C. The product is [CH3:23][C:18]([C:17]1[NH:6][C:7]2[C:8]([CH:16]=1)=[CH:9][C:10]([N+:13]([O-:15])=[O:14])=[CH:11][CH:12]=2)([CH3:24])[C:19]([O:21][CH3:22])=[O:20]. The yield is 0.230. (8) The reactants are [Cl:1][C:2]1[CH:10]=[CH:9][CH:8]=[C:7]2[C:3]=1[C:4]([C:16](=[O:21])C(F)(F)F)=[CH:5][N:6]2[CH2:11][C:12]([F:15])([F:14])[F:13].[OH-:22].[Na+]. The catalyst is CCO. The product is [Cl:1][C:2]1[CH:10]=[CH:9][CH:8]=[C:7]2[C:3]=1[C:4]([C:16]([OH:21])=[O:22])=[CH:5][N:6]2[CH2:11][C:12]([F:13])([F:14])[F:15]. The yield is 0.750.